Dataset: Catalyst prediction with 721,799 reactions and 888 catalyst types from USPTO. Task: Predict which catalyst facilitates the given reaction. (1) Reactant: [NH2:1][CH2:2][CH2:3][CH2:4][C:5]([C@@H:21]1[CH2:26][CH2:25][CH2:24][N:23]([C:27]([O:29][C:30]([CH3:33])([CH3:32])[CH3:31])=[O:28])[CH2:22]1)([C:7]1[CH:12]=[CH:11][CH:10]=[C:9]([Cl:13])[C:8]=1[C:14]1[CH:19]=[CH:18][CH:17]=[C:16]([CH3:20])[CH:15]=1)[OH:6].CCN(CC)CC.Cl[C:42]([O:44][CH3:45])=[O:43]. Product: [Cl:13][C:9]1[C:8]([C:14]2[CH:19]=[CH:18][CH:17]=[C:16]([CH3:20])[CH:15]=2)=[C:7]([C:5]([C@@H:21]2[CH2:26][CH2:25][CH2:24][N:23]([C:27]([O:29][C:30]([CH3:33])([CH3:32])[CH3:31])=[O:28])[CH2:22]2)([OH:6])[CH2:4][CH2:3][CH2:2][NH:1][C:42]([O:44][CH3:45])=[O:43])[CH:12]=[CH:11][CH:10]=1. The catalyst class is: 172. (2) Reactant: [H-].[Na+].[CH2:3]([O:10][C:11]1[CH:12]=[C:13]2[C:17](=[CH:18][CH:19]=1)[NH:16][CH:15]=[CH:14]2)[C:4]1[CH:9]=[CH:8][CH:7]=[CH:6][CH:5]=1.[CH3:20][NH:21][C:22](=O)[O:23]C1C=CC=CC=1.O. Product: [CH3:20][NH:21][C:22]([N:16]1[C:17]2[C:13](=[CH:12][C:11]([O:10][CH2:3][C:4]3[CH:5]=[CH:6][CH:7]=[CH:8][CH:9]=3)=[CH:19][CH:18]=2)[CH:14]=[CH:15]1)=[O:23]. The catalyst class is: 9. (3) Reactant: [CH:1]([C@@H:4](/[CH:40]=[C:41](\[CH3:47])/[C:42]([O:44]CC)=[O:43])[N:5]([CH3:39])[C:6](=[O:38])[C@H:7]([CH2:30][CH2:31][C:32]1[CH:37]=[CH:36][CH:35]=[CH:34][CH:33]=1)[NH:8][C:9](=[O:29])[C@H:10]([C:20]([CH3:28])([C:22]1[CH:27]=[CH:26][CH:25]=[CH:24][CH:23]=1)[CH3:21])[N:11](C)[C:12](=O)OC(C)(C)C)([CH3:3])[CH3:2].[OH-].[Li+].C([C@@H](/C=C(\C)/C(O)=O)N(C)C(=O)[C@H](CCC1C=CC=CC=1)NC(=O)[C@H](C(C)(C1C=CC=CC=1)C)N(C)C(=O)OC(C)(C)C)(C)C.[ClH:95]. Product: [ClH:95].[CH3:47]/[C:41](=[CH:40]\[C@@H:4]([N:5]([CH3:39])[C:6](=[O:38])[C@@H:7]([NH:8][C:9](=[O:29])[C@@H:10]([NH:11][CH3:12])[C:20]([CH3:21])([C:22]1[CH:23]=[CH:24][CH:25]=[CH:26][CH:27]=1)[CH3:28])[CH2:30][CH2:31][C:32]1[CH:37]=[CH:36][CH:35]=[CH:34][CH:33]=1)[CH:1]([CH3:3])[CH3:2])/[C:42]([OH:44])=[O:43]. The catalyst class is: 72. (4) Reactant: Br[C:2]1[S:6][C:5]([CH2:7][NH:8][C:9]2[N:19]=[CH:18][CH:17]=[CH:16][C:10]=2[C:11]([O:13][CH2:14][CH3:15])=[O:12])=[CH:4][CH:3]=1.[CH3:20][O:21][C:22]1[CH:48]=[C:47]([O:49][CH3:50])[CH:46]=[CH:45][C:23]=1[CH2:24][NH:25][C:26]1[C:35]2[C:30](=[CH:31][CH:32]=[C:33](B3OC(C)(C)C(C)(C)O3)[CH:34]=2)[N:29]=[CH:28][N:27]=1.ClCCl.O1CCOCC1.C(=O)([O-])[O-].[Na+].[Na+]. Product: [CH3:20][O:21][C:22]1[CH:48]=[C:47]([O:49][CH3:50])[CH:46]=[CH:45][C:23]=1[CH2:24][NH:25][C:26]1[C:35]2[C:30](=[CH:31][CH:32]=[C:33]([C:2]3[S:6][C:5]([CH2:7][NH:8][C:9]4[N:19]=[CH:18][CH:17]=[CH:16][C:10]=4[C:11]([O:13][CH2:14][CH3:15])=[O:12])=[CH:4][CH:3]=3)[CH:34]=2)[N:29]=[CH:28][N:27]=1. The catalyst class is: 69. (5) Reactant: [C:1]([C:3]1[N:8]=[C:7]([NH:9][C:10]2[CH:11]=[C:12]([CH:16]=[CH:17][N:18]=2)[C:13]([OH:15])=O)[CH:6]=[CH:5][CH:4]=1)#[N:2].[Br:19][C:20]1[CH:21]=[C:22]([NH2:26])[CH:23]=[N:24][CH:25]=1.CCN(C(C)C)C(C)C.CCCP1(OP(CCC)(=O)OP(CCC)(=O)O1)=O.C(=O)(O)[O-].[Na+]. Product: [Br:19][C:20]1[CH:21]=[C:22]([NH:26][C:13](=[O:15])[C:12]2[CH:16]=[CH:17][N:18]=[C:10]([NH:9][C:7]3[CH:6]=[CH:5][CH:4]=[C:3]([C:1]#[N:2])[N:8]=3)[CH:11]=2)[CH:23]=[N:24][CH:25]=1. The catalyst class is: 84. (6) Reactant: [CH3:1][N:2]1[C:10]2[C:5](=[CH:6][C:7]([O:11][C:12]3[N:19]=[CH:18][CH:17]=[CH:16][C:13]=3[C:14]#[N:15])=[CH:8][CH:9]=2)[CH:4]=[N:3]1.Cl. Product: [CH3:1][N:2]1[C:10]2[C:5](=[CH:6][C:7]([O:11][C:12]3[C:13]([CH2:14][NH2:15])=[CH:16][CH:17]=[CH:18][N:19]=3)=[CH:8][CH:9]=2)[CH:4]=[N:3]1. The catalyst class is: 105. (7) Reactant: [Cl:1][C:2]1[CH:3]=[C:4]([C:9](=[O:23])[CH2:10][CH:11](O)[C:12]2[CH:17]=[CH:16][C:15]([N+:18]([O-:20])=[O:19])=[C:14]([OH:21])[CH:13]=2)[CH:5]=[CH:6][C:7]=1[Cl:8].[OH-].[Na+].OS(O)(=O)=O. Product: [Cl:1][C:2]1[CH:3]=[C:4]([CH:9]([OH:23])[CH:10]=[CH:11][C:12]2[CH:17]=[CH:16][C:15]([N+:18]([O-:20])=[O:19])=[C:14]([OH:21])[CH:13]=2)[CH:5]=[CH:6][C:7]=1[Cl:8]. The catalyst class is: 14. (8) Reactant: [C:1]([O:5][C:6]([N:8]1[CH2:12][C@@H:11]([CH2:13][N:14]([CH:24]([CH3:26])[CH3:25])C(OCC[Si](C)(C)C)=O)[C@H:10]([CH2:27][N:28]([CH:38]2[CH2:40][CH2:39]2)[C:29](=[O:37])[CH2:30][C:31]2[CH:36]=[CH:35][CH:34]=[CH:33][CH:32]=2)[CH2:9]1)=[O:7])([CH3:4])([CH3:3])[CH3:2].O.O.O.[F-].C([N+](CCCC)(CCCC)CCCC)CCC. Product: [C:1]([O:5][C:6]([N:8]1[CH2:12][C@@H:11]([CH2:13][NH:14][CH:24]([CH3:25])[CH3:26])[C@H:10]([CH2:27][N:28]([CH:38]2[CH2:39][CH2:40]2)[C:29](=[O:37])[CH2:30][C:31]2[CH:32]=[CH:33][CH:34]=[CH:35][CH:36]=2)[CH2:9]1)=[O:7])([CH3:3])([CH3:4])[CH3:2]. The catalyst class is: 23. (9) Reactant: [F:1][C:2]([F:27])([F:26])[C:3]1[CH:4]=[C:5]([NH:13][C:14](=[O:25])[C:15]2[CH:20]=[C:19]([Cl:21])[CH:18]=[C:17]([CH3:22])[C:16]=2[O:23]C)[CH:6]=[C:7]([C:9]([F:12])([F:11])[F:10])[CH:8]=1.B(Br)(Br)Br.[OH-].[Na+]. Product: [F:12][C:9]([F:10])([F:11])[C:7]1[CH:6]=[C:5]([NH:13][C:14](=[O:25])[C:15]2[CH:20]=[C:19]([Cl:21])[CH:18]=[C:17]([CH3:22])[C:16]=2[OH:23])[CH:4]=[C:3]([C:2]([F:1])([F:26])[F:27])[CH:8]=1. The catalyst class is: 2.